This data is from Forward reaction prediction with 1.9M reactions from USPTO patents (1976-2016). The task is: Predict the product of the given reaction. (1) The product is: [Si:1]([CH:18]([OH:25])[C@@H:19]1[O:23][C:22](=[O:24])[C@@H:21]([Se:47][C:41]2[CH:46]=[CH:45][CH:44]=[CH:43][CH:42]=2)[CH2:20]1)([C:14]([CH3:17])([CH3:15])[CH3:16])([C:8]1[CH:13]=[CH:12][CH:11]=[CH:10][CH:9]=1)[C:2]1[CH:7]=[CH:6][CH:5]=[CH:4][CH:3]=1. Given the reactants [Si:1]([CH:18]([OH:25])[C@@H:19]1[O:23][C:22](=[O:24])[CH2:21][CH2:20]1)([C:14]([CH3:17])([CH3:16])[CH3:15])([C:8]1[CH:13]=[CH:12][CH:11]=[CH:10][CH:9]=1)[C:2]1[CH:7]=[CH:6][CH:5]=[CH:4][CH:3]=1.C[Si]([N-][Si](C)(C)C)(C)C.[Li+].[Si](Cl)(C)(C)C.[C:41]1([Se:47]Br)[CH:46]=[CH:45][CH:44]=[CH:43][CH:42]=1, predict the reaction product. (2) Given the reactants [NH2:1][C:2]1[CH:7]=[C:6]([C:8]2[CH:38]=[CH:37][C:11]3[N:12]([C:15]4[S:19][C:18]([C:20]([O:22]C)=O)=[C:17]([O:24][C@@H:25]([C:27]5[CH:32]=[CH:31][CH:30]=[CH:29][C:28]=5[C:33]([F:36])([F:35])[F:34])[CH3:26])[CH:16]=4)[CH:13]=[N:14][C:10]=3[CH:9]=2)[CH:5]=[CH:4][N:3]=1.[NH3:39], predict the reaction product. The product is: [NH2:1][C:2]1[CH:7]=[C:6]([C:8]2[CH:38]=[CH:37][C:11]3[N:12]([C:15]4[S:19][C:18]([C:20]([NH2:39])=[O:22])=[C:17]([O:24][C@@H:25]([C:27]5[CH:32]=[CH:31][CH:30]=[CH:29][C:28]=5[C:33]([F:34])([F:35])[F:36])[CH3:26])[CH:16]=4)[CH:13]=[N:14][C:10]=3[CH:9]=2)[CH:5]=[CH:4][N:3]=1. (3) The product is: [N:8]1[CH:32]=[CH:31][C:15]([N:11]2[CH2:12][CH2:7][N:8]([C:13]3[CH:14]=[CH:15][C:16]([CH2:17][CH2:30][C:28]([C:25]4[CH:26]=[CH:27][C:22]([CH3:21])=[CH:23][CH:24]=4)=[O:29])=[CH:19][CH:20]=3)[CH2:9][CH2:10]2)=[CH:14][CH:13]=1. Given the reactants N1C=CC([CH:7]2[CH2:12][NH:11][CH2:10][CH2:9][N:8]2[C:13]2[CH:20]=[CH:19][C:16]([CH:17]=O)=[CH:15][CH:14]=2)=CC=1.[CH3:21][C:22]1[CH:27]=[CH:26][C:25]([C:28]([CH3:30])=[O:29])=[CH:24][CH:23]=1.[CH2:31](O)[CH3:32], predict the reaction product.